Regression. Given two drug SMILES strings and cell line genomic features, predict the synergy score measuring deviation from expected non-interaction effect. From a dataset of NCI-60 drug combinations with 297,098 pairs across 59 cell lines. (1) Drug 1: CC1C(C(=O)NC(C(=O)N2CCCC2C(=O)N(CC(=O)N(C(C(=O)O1)C(C)C)C)C)C(C)C)NC(=O)C3=C4C(=C(C=C3)C)OC5=C(C(=O)C(=C(C5=N4)C(=O)NC6C(OC(=O)C(N(C(=O)CN(C(=O)C7CCCN7C(=O)C(NC6=O)C(C)C)C)C)C(C)C)C)N)C. Drug 2: CN(CC1=CN=C2C(=N1)C(=NC(=N2)N)N)C3=CC=C(C=C3)C(=O)NC(CCC(=O)O)C(=O)O. Cell line: SF-295. Synergy scores: CSS=40.3, Synergy_ZIP=-1.99, Synergy_Bliss=-1.07, Synergy_Loewe=-11.5, Synergy_HSA=1.16. (2) Drug 1: C1=NC2=C(N1)C(=S)N=CN2. Drug 2: N.N.Cl[Pt+2]Cl. Cell line: SNB-19. Synergy scores: CSS=50.4, Synergy_ZIP=-1.86, Synergy_Bliss=-2.06, Synergy_Loewe=-6.39, Synergy_HSA=-2.81. (3) Drug 1: CC1=C2C(C(=O)C3(C(CC4C(C3C(C(C2(C)C)(CC1OC(=O)C(C(C5=CC=CC=C5)NC(=O)OC(C)(C)C)O)O)OC(=O)C6=CC=CC=C6)(CO4)OC(=O)C)OC)C)OC. Drug 2: C1=CN(C=N1)CC(O)(P(=O)(O)O)P(=O)(O)O. Cell line: 786-0. Synergy scores: CSS=50.4, Synergy_ZIP=-2.57, Synergy_Bliss=-5.25, Synergy_Loewe=-3.11, Synergy_HSA=-0.409. (4) Drug 1: COC1=C(C=C2C(=C1)N=CN=C2NC3=CC(=C(C=C3)F)Cl)OCCCN4CCOCC4. Drug 2: CC(C)(C#N)C1=CC(=CC(=C1)CN2C=NC=N2)C(C)(C)C#N. Cell line: SK-OV-3. Synergy scores: CSS=34.1, Synergy_ZIP=-13.0, Synergy_Bliss=-5.63, Synergy_Loewe=-5.58, Synergy_HSA=-4.38. (5) Drug 1: CN(C)N=NC1=C(NC=N1)C(=O)N. Drug 2: C1=CC(=CC=C1CCCC(=O)O)N(CCCl)CCCl. Cell line: PC-3. Synergy scores: CSS=19.1, Synergy_ZIP=-3.38, Synergy_Bliss=1.83, Synergy_Loewe=-1.91, Synergy_HSA=1.73. (6) Synergy scores: CSS=20.5, Synergy_ZIP=1.92, Synergy_Bliss=8.95, Synergy_Loewe=7.88, Synergy_HSA=7.77. Drug 1: CS(=O)(=O)C1=CC(=C(C=C1)C(=O)NC2=CC(=C(C=C2)Cl)C3=CC=CC=N3)Cl. Cell line: A549. Drug 2: CC1=C(C=C(C=C1)NC2=NC=CC(=N2)N(C)C3=CC4=NN(C(=C4C=C3)C)C)S(=O)(=O)N.Cl. (7) Drug 2: C1=C(C(=O)NC(=O)N1)F. Synergy scores: CSS=41.0, Synergy_ZIP=-2.42, Synergy_Bliss=-1.65, Synergy_Loewe=0.221, Synergy_HSA=4.53. Cell line: MCF7. Drug 1: CC(CN1CC(=O)NC(=O)C1)N2CC(=O)NC(=O)C2.